Dataset: Reaction yield outcomes from USPTO patents with 853,638 reactions. Task: Predict the reaction yield, written as a fraction of the theoretical maximum amount of product (1.0 means a 100% yield; for example, 0.34 means a 34% yield). (1) The catalyst is C1COCC1. The product is [CH2:27]([O:26][C:24]([C:21]1([CH2:30][CH2:31][CH3:32])[CH2:22][CH2:23][N:18]([C:11]([O:13][C:14]([CH3:17])([CH3:16])[CH3:15])=[O:12])[CH2:19][CH2:20]1)=[O:25])[CH3:28]. The yield is 0.660. The reactants are C[Si](C)(C)[N-][Si](C)(C)C.[K+].[C:11]([N:18]1[CH2:23][CH2:22][CH:21]([C:24]([O:26][CH2:27][CH3:28])=[O:25])[CH2:20][CH2:19]1)([O:13][C:14]([CH3:17])([CH3:16])[CH3:15])=[O:12].I[CH2:30][CH2:31][CH3:32]. (2) The reactants are [Cl:1][C:2]1[CH:3]=[C:4]([C:9]2([CH3:22])[CH2:14][C:13](=[O:15])[N:12]([CH3:16])[C:11]([N:17]=CN(C)C)=[N:10]2)[CH:5]=[CH:6][C:7]=1[Cl:8].N.C(#N)C.O.C(O)(C(F)(F)F)=O. The product is [NH2:17][C:11]1[N:12]([CH3:16])[C:13](=[O:15])[CH2:14][C:9]([C:4]2[CH:5]=[CH:6][C:7]([Cl:8])=[C:2]([Cl:1])[CH:3]=2)([CH3:22])[N:10]=1. The yield is 0.220. The catalyst is CO. (3) The reactants are [CH3:1][O:2][C:3]1[CH:4]=[C:5]2[C:10](=[CH:11][C:12]=1[O:13][CH3:14])[N:9]=[CH:8][N:7]=[C:6]2[O:15][C:16]1[CH:22]=[CH:21][C:19]([NH2:20])=[CH:18][CH:17]=1.Cl[C:24](Cl)([O:26]C(=O)OC(Cl)(Cl)Cl)Cl.[CH3:35][CH2:36][CH:37]([OH:40])[CH2:38][CH3:39].C(=O)(O)[O-].[Na+]. The catalyst is C(Cl)Cl.C(N(CC)CC)C.C1(C)C=CC=CC=1. The product is [CH3:1][O:2][C:3]1[CH:4]=[C:5]2[C:10](=[CH:11][C:12]=1[O:13][CH3:14])[N:9]=[CH:8][N:7]=[C:6]2[O:15][C:16]1[CH:22]=[CH:21][C:19]([NH:20][C:24](=[O:26])[O:40][CH:37]([CH2:38][CH3:39])[CH2:36][CH3:35])=[CH:18][CH:17]=1. The yield is 0.670. (4) The reactants are [CH3:1][O:2][C:3]1[CH:4]=[C:5]([CH:8]=[C:9]([O:11][CH3:12])[CH:10]=1)[CH:6]=[O:7].[Br:13]Br. The catalyst is C(O)(=O)C. The product is [Br:13][C:8]1[C:9]([O:11][CH3:12])=[CH:10][C:3]([O:2][CH3:1])=[CH:4][C:5]=1[CH:6]=[O:7]. The yield is 0.660.